Predict the reactants needed to synthesize the given product. From a dataset of Full USPTO retrosynthesis dataset with 1.9M reactions from patents (1976-2016). (1) Given the product [CH2:2]([O:3][C:4]1[CH:5]=[C:6]([NH:10][C:14]2[CH:22]=[CH:21][CH:20]=[CH:19][C:15]=2[C:16]([OH:18])=[O:17])[CH:7]=[CH:8][CH:9]=1)[CH3:1], predict the reactants needed to synthesize it. The reactants are: [CH3:1][CH2:2][O:3][C:4]1[CH:9]=[CH:8][CH:7]=[C:6]([NH2:10])[CH:5]=1.[OH-].[K+].I[C:14]1[CH:22]=[CH:21][CH:20]=[CH:19][C:15]=1[C:16]([OH:18])=[O:17]. (2) Given the product [NH2:1][C:2]1[C:3]2[C:15]([C:16]3[CH:21]=[CH:20][CH:19]=[C:18]([O:22][CH3:23])[CH:17]=3)=[C:14]([CH3:24])[S:13][C:4]=2[NH:5][C:6](=[O:12])[CH:7]=1, predict the reactants needed to synthesize it. The reactants are: [NH2:1][C:2]1[C:3]2[C:15]([C:16]3[CH:21]=[CH:20][CH:19]=[C:18]([O:22][CH3:23])[CH:17]=3)=[C:14]([CH3:24])[S:13][C:4]=2[NH:5][C:6](=[O:12])[C:7]=1C(OC)=O.[OH-].[Na+].C1(OC2C=CC=CC=2)C=CC=CC=1.